This data is from hERG potassium channel inhibition data for cardiac toxicity prediction from Karim et al.. The task is: Regression/Classification. Given a drug SMILES string, predict its toxicity properties. Task type varies by dataset: regression for continuous values (e.g., LD50, hERG inhibition percentage) or binary classification for toxic/non-toxic outcomes (e.g., AMES mutagenicity, cardiotoxicity, hepatotoxicity). Dataset: herg_karim. (1) The compound is C[C@@H]1Oc2ccc(-c3cncnc3)cc2[C@@]2(COC(N)=N2)C12COC2. The result is 0 (non-blocker). (2) The compound is Cc1ncccc1-c1nnc(SCCCN2C[C@H]3C[C@@]3(c3ccc(C(F)(F)F)cc3)C2)n1C. The result is 1 (blocker).